This data is from Catalyst prediction with 721,799 reactions and 888 catalyst types from USPTO. The task is: Predict which catalyst facilitates the given reaction. (1) Reactant: [CH:1]1([N:4]([CH:18]2[CH2:23][CH2:22][NH:21][CH2:20][CH2:19]2)[S:5]([C:8]2[CH:13]=[CH:12][CH:11]=[C:10]([C:14]([F:17])([F:16])[F:15])[CH:9]=2)(=[O:7])=[O:6])[CH2:3][CH2:2]1.[CH2:24]([O:28][C:29]1[CH:34]=[CH:33][C:32]([S:35](Cl)(=[O:37])=[O:36])=[CH:31][CH:30]=1)[CH2:25][CH2:26][CH3:27].CCN(C(C)C)C(C)C. Product: [CH2:24]([O:28][C:29]1[CH:34]=[CH:33][C:32]([S:35]([N:21]2[CH2:22][CH2:23][CH:18]([N:4]([CH:1]3[CH2:3][CH2:2]3)[S:5]([C:8]3[CH:13]=[CH:12][CH:11]=[C:10]([C:14]([F:17])([F:15])[F:16])[CH:9]=3)(=[O:6])=[O:7])[CH2:19][CH2:20]2)(=[O:37])=[O:36])=[CH:31][CH:30]=1)[CH2:25][CH2:26][CH3:27]. The catalyst class is: 2. (2) Reactant: [C:1]1([C:9]([O:11]CC)=[O:10])([C:4]([O:6][CH2:7][CH3:8])=[O:5])[CH2:3][CH2:2]1.[OH-].[K+]. Product: [CH2:7]([O:6][C:4]([C:1]1([C:9]([OH:11])=[O:10])[CH2:2][CH2:3]1)=[O:5])[CH3:8]. The catalyst class is: 40.